This data is from Reaction yield outcomes from USPTO patents with 853,638 reactions. The task is: Predict the reaction yield, written as a fraction of the theoretical maximum amount of product (1.0 means a 100% yield; for example, 0.34 means a 34% yield). The reactants are [CH3:1][O:2][C:3](=[O:15])[C:4](=O)[CH2:5][C:6]([C:8]1[CH:12]=[CH:11][N:10]([CH3:13])[CH:9]=1)=O.[NH:16]([C:18]1[CH:19]=[CH:20][C:21]([CH3:24])=[N:22][CH:23]=1)[NH2:17].C(O)(=O)C. The catalyst is CO. The product is [CH3:1][O:2][C:3]([C:4]1[CH:5]=[C:6]([C:8]2[CH:12]=[CH:11][N:10]([CH3:13])[CH:9]=2)[N:16]([C:18]2[CH:23]=[N:22][C:21]([CH3:24])=[CH:20][CH:19]=2)[N:17]=1)=[O:15]. The yield is 0.700.